Predict the reaction yield, written as a fraction of the theoretical maximum amount of product (1.0 means a 100% yield; for example, 0.34 means a 34% yield). From a dataset of Reaction yield outcomes from USPTO patents with 853,638 reactions. (1) The yield is 0.400. The product is [ClH:1].[ClH:36].[Cl:1][C:2]1[CH:7]=[CH:6][C:5]([C:8]2[CH:13]=[CH:12][N:11]([C:14]3[CH:15]=[CH:16][C:17]4[C:18]5[CH2:27][NH:26][CH2:25][CH2:24][C:19]=5[N:20]([CH3:23])[C:21]=4[CH:22]=3)[C:10](=[O:35])[CH:9]=2)=[CH:4][CH:3]=1. The reactants are [Cl:1][C:2]1[CH:7]=[CH:6][C:5]([C:8]2[CH:13]=[CH:12][N:11]([C:14]3[CH:15]=[CH:16][C:17]4[C:18]5[CH2:27][N:26](C(OC(C)(C)C)=O)[CH2:25][CH2:24][C:19]=5[N:20]([CH3:23])[C:21]=4[CH:22]=3)[C:10](=[O:35])[CH:9]=2)=[CH:4][CH:3]=1.[ClH:36]. The catalyst is CO.CCOCC. (2) The catalyst is C(Cl)Cl. The product is [NH2:16][C:15]1[CH:14]=[CH:13][C:12]([C:19]2[CH:24]=[CH:23][C:22]([S:25]([CH3:26])=[O:32])=[CH:21][CH:20]=2)=[CH:11][C:10]=1[NH:9][C:7](=[O:8])[C:6]1[CH:27]=[CH:28][C:3]([O:2][CH3:1])=[CH:4][CH:5]=1. The reactants are [CH3:1][O:2][C:3]1[CH:28]=[CH:27][C:6]([C:7]([NH:9][C:10]2[CH:11]=[C:12]([C:19]3[CH:24]=[CH:23][C:22]([S:25][CH3:26])=[CH:21][CH:20]=3)[CH:13]=[CH:14][C:15]=2[N+:16]([O-])=O)=[O:8])=[CH:5][CH:4]=1.C([OH:32])(C)C. The yield is 0.570. (3) The reactants are [F:1][C:2]1[CH:24]=[C:23]([N+:25]([O-:27])=[O:26])[CH:22]=[CH:21][C:3]=1[O:4][C:5]1[CH:10]=[CH:9][N:8]=[C:7]2[CH:11]=[C:12](C3C=CC(O)=CC=3)[S:13][C:6]=12.[OH:28][C:29]1[CH:30]=[C:31](B(O)O)[CH:32]=[CH:33][CH:34]=1. No catalyst specified. The product is [F:1][C:2]1[CH:24]=[C:23]([N+:25]([O-:27])=[O:26])[CH:22]=[CH:21][C:3]=1[O:4][C:5]1[CH:10]=[CH:9][N:8]=[C:7]2[CH:11]=[C:12]([C:33]3[CH:34]=[C:29]([OH:28])[CH:30]=[CH:31][CH:32]=3)[S:13][C:6]=12. The yield is 0.660. (4) The reactants are [C:1]([N:5]1[CH2:10][CH2:9][CH2:8][C@@H:7]([NH:11][C:12]2[C:17]([F:18])=[CH:16][N:15]=[C:14]([NH:19][C:20]3[CH:21]=[C:22]4[C:26](=[CH:27][CH:28]=3)[CH2:25][N:24]([CH:29]3[CH2:34][CH2:33][N:32](C(OC(C)(C)C)=O)[CH2:31][CH2:30]3)[CH2:23]4)[N:13]=2)[CH2:6]1)(=[O:4])[CH:2]=[CH2:3].C(O)(C(F)(F)F)=O. The catalyst is C(Cl)Cl. The product is [F:18][C:17]1[C:12]([NH:11][C@@H:7]2[CH2:8][CH2:9][CH2:10][N:5]([C:1](=[O:4])[CH:2]=[CH2:3])[CH2:6]2)=[N:13][C:14]([NH:19][C:20]2[CH:21]=[C:22]3[C:26](=[CH:27][CH:28]=2)[CH2:25][N:24]([CH:29]2[CH2:34][CH2:33][NH:32][CH2:31][CH2:30]2)[CH2:23]3)=[N:15][CH:16]=1. The yield is 0.732. (5) The reactants are Br[C:2]1[C:7]([Br:8])=[CH:6][C:5]([Br:9])=[CH:4][N:3]=1.[I-:10].[Na+].C(#N)CC.Cl[Si](C)(C)C. The catalyst is [OH-].[Na+]. The product is [I:10][C:2]1[C:7]([Br:8])=[CH:6][C:5]([Br:9])=[CH:4][N:3]=1. The yield is 0.830. (6) The reactants are S(=O)(=O)(O)O.[Cl:6][C:7]1[CH:13]=[CH:12][C:10]([NH2:11])=[C:9]([N+:14]([O-:16])=[O:15])[CH:8]=1.[Na+].[N+]([C:21]1[CH:22]=C(S([O-])(=O)=O)C=C[CH:26]=1)([O-])=O.OCC(CO)O.[OH-].[Na+].C(OC(C)C)(C)C. The catalyst is O.C(OCC)(=O)C. The product is [Cl:6][C:7]1[CH:13]=[C:12]2[C:10](=[C:9]([N+:14]([O-:16])=[O:15])[CH:8]=1)[N:11]=[CH:22][CH:21]=[CH:26]2. The yield is 0.520. (7) The reactants are [Cl:1][C:2]1[CH:9]=[C:8]([NH:10][CH3:11])[C:5]([CH:6]=O)=[CH:4][N:3]=1.[CH3:12][O:13][C:14]1[CH:15]=[C:16]([CH2:22][C:23](OC)=[O:24])[CH:17]=[C:18]([O:20][CH3:21])[CH:19]=1.C(=O)([O-])[O-].[K+].[K+]. The catalyst is CN(C)C=O. The product is [Cl:1][C:2]1[CH:9]=[C:8]2[C:5]([CH:6]=[C:22]([C:16]3[CH:17]=[C:18]([O:20][CH3:21])[CH:19]=[C:14]([O:13][CH3:12])[CH:15]=3)[C:23](=[O:24])[N:10]2[CH3:11])=[CH:4][N:3]=1. The yield is 0.770.